This data is from Reaction yield outcomes from USPTO patents with 853,638 reactions. The task is: Predict the reaction yield, written as a fraction of the theoretical maximum amount of product (1.0 means a 100% yield; for example, 0.34 means a 34% yield). (1) The reactants are [C:1]([O:5][C:6]([N:8]([CH3:50])[C@H:9]([C:19]([NH:21][C@H:22]([C:34]([N:36]([C@H:38]([CH:47]([CH3:49])[CH3:48])/[CH:39]=[C:40](\[CH3:46])/[C:41]([O:43]CC)=[O:42])[CH3:37])=[O:35])[C:23]([CH3:33])([CH3:32])[C:24]1[CH:29]=[CH:28][C:27]([O:30][CH3:31])=[CH:26][CH:25]=1)=[O:20])[C:10]([CH3:18])([CH3:17])[C:11]1[CH:16]=[CH:15][CH:14]=[CH:13][CH:12]=1)=[O:7])([CH3:4])([CH3:3])[CH3:2].O.[OH-].[Li+]. The catalyst is CO. The product is [C:1]([O:5][C:6]([N:8]([CH3:50])[C@H:9]([C:19]([NH:21][C@H:22]([C:34]([N:36]([C@@H:38]([CH:47]([CH3:48])[CH3:49])/[CH:39]=[C:40](/[C:41]([OH:43])=[O:42])\[CH3:46])[CH3:37])=[O:35])[C:23]([CH3:32])([CH3:33])[C:24]1[CH:29]=[CH:28][C:27]([O:30][CH3:31])=[CH:26][CH:25]=1)=[O:20])[C:10]([CH3:18])([CH3:17])[C:11]1[CH:12]=[CH:13][CH:14]=[CH:15][CH:16]=1)=[O:7])([CH3:2])([CH3:3])[CH3:4]. The yield is 0.870. (2) The product is [F:1][C:2]1[CH:3]=[C:4]2[C:8](=[CH:9][CH:10]=1)[NH:7][N:6]=[C:5]2[NH:11][CH3:19]. The reactants are [F:1][C:2]1[CH:3]=[C:4]2[C:8](=[CH:9][CH:10]=1)[NH:7][N:6]=[C:5]2[NH2:11].C=O.C[O-].[K+].[BH4-].[Na+].[C:19]([O-])(O)=O.[Na+]. The catalyst is CO. The yield is 0.900.